From a dataset of Reaction yield outcomes from USPTO patents with 853,638 reactions. Predict the reaction yield, written as a fraction of the theoretical maximum amount of product (1.0 means a 100% yield; for example, 0.34 means a 34% yield). (1) The catalyst is CCOCC. The product is [CH3:23][O:24][N:25]=[C:26]([C:35]1[N:39]=[C:38]([CH3:40])[O:37][N:36]=1)[C:27]1[CH:32]=[C:31]([Cl:33])[CH:30]=[CH:29][C:28]=1[O:34][C:17]1[CH:16]=[CH:15][C:14]([C:13]([F:22])([F:21])[F:12])=[CH:19][N:18]=1. The yield is 0.917. The reactants are CN(C)C=O.C(=O)([O-])[O-].[K+].[K+].[F:12][C:13]([F:22])([F:21])[C:14]1[CH:15]=[CH:16][C:17](Cl)=[N:18][CH:19]=1.[CH3:23][O:24][N:25]=[C:26]([C:35]1[N:39]=[C:38]([CH3:40])[O:37][N:36]=1)[C:27]1[CH:32]=[C:31]([Cl:33])[CH:30]=[CH:29][C:28]=1[OH:34]. (2) The product is [CH:16]([N:7]1[C:8]2[C:13](=[CH:12][CH:11]=[C:10]([O:14][CH3:15])[CH:9]=2)[C:5]([C:3]([OH:4])=[O:21])=[CH:6]1)([CH3:18])[CH3:17]. No catalyst specified. The yield is 0.710. The reactants are FC(F)(F)[C:3]([C:5]1[C:13]2[C:8](=[CH:9][C:10]([O:14][CH3:15])=[CH:11][CH:12]=2)[N:7]([CH:16]([CH3:18])[CH3:17])[CH:6]=1)=[O:4].[OH-:21].[Na+]. (3) The reactants are Br[C:2]1[CH:7]=[C:6]([Br:8])[CH:5]=[CH:4][N:3]=1.[C:9]1(B(O)O)[CH:14]=[CH:13][CH:12]=[CH:11][CH:10]=1.C(=O)([O-])[O-].[K+].[K+]. The catalyst is C(COC)OC.O. The product is [C:9]1([C:2]2[CH:7]=[C:6]([Br:8])[CH:5]=[CH:4][N:3]=2)[CH:14]=[CH:13][CH:12]=[CH:11][CH:10]=1. The yield is 0.430. (4) The reactants are C(OC(=O)[NH:7][CH2:8][CH2:9][O:10]/[N:11]=[CH:12]/[C:13]1[CH:18]=[C:17]([C:19](=[O:25])[NH:20][O:21][CH2:22][CH2:23][OH:24])[C:16]([NH:26][C:27]2[CH:32]=[CH:31][C:30]([I:33])=[CH:29][C:28]=2[F:34])=[C:15]([F:35])[C:14]=1[F:36])(C)(C)C.Cl.C(=O)(O)[O-].[Na+]. The catalyst is C(OCC)(=O)C. The product is [NH2:7][CH2:8][CH2:9][O:10]/[N:11]=[CH:12]/[C:13]1[C:14]([F:36])=[C:15]([F:35])[C:16]([NH:26][C:27]2[CH:32]=[CH:31][C:30]([I:33])=[CH:29][C:28]=2[F:34])=[C:17]([CH:18]=1)[C:19]([NH:20][O:21][CH2:22][CH2:23][OH:24])=[O:25]. The yield is 0.370. (5) The reactants are Cl[CH2:2][CH2:3][CH2:4][C:5]([O:7][C:8]([CH3:11])([CH3:10])[CH3:9])=[O:6].[CH2:12]([O:19][C:20](=[O:26])[CH2:21][CH2:22][C:23]([O-:25])=[O:24])[C:13]1[CH:18]=[CH:17][CH:16]=[CH:15][CH:14]=1.[Cs+]. The catalyst is CN(C=O)C. The product is [C:23]([O:25][CH2:2][CH2:3][CH2:4][C:5]([O:7][C:8]([CH3:11])([CH3:10])[CH3:9])=[O:6])(=[O:24])[CH2:22][CH2:21][C:20]([O:19][CH2:12][C:13]1[CH:14]=[CH:15][CH:16]=[CH:17][CH:18]=1)=[O:26]. The yield is 0.140. (6) The reactants are [NH2:1][C:2]12[CH2:11][CH:6]3[CH2:7][CH:8]([CH2:10][C:4]([NH:12][C:13]([C:15]4[CH:20]=[CH:19][CH:18]=[CH:17][N:16]=4)=[O:14])([CH2:5]3)[CH2:3]1)[CH2:9]2.[CH3:21][C:22]1[N:27]=[C:26]([C:28](O)=[O:29])[CH:25]=[N:24][CH:23]=1.C1CN([P+](ON2N=NC3C=CC=CC2=3)(N2CCCC2)N2CCCC2)CC1.F[P-](F)(F)(F)(F)F.C(N(CC)CC)C.C(=O)(O)[O-].[Na+]. The catalyst is C(Cl)Cl. The product is [N:16]1[CH:17]=[CH:18][CH:19]=[CH:20][C:15]=1[C:13]([NH:12][C:4]12[CH2:10][CH:8]3[CH2:7][CH:6]([CH2:11][C:2]([NH:1][C:28]([C:26]4[CH:25]=[N:24][CH:23]=[C:22]([CH3:21])[N:27]=4)=[O:29])([CH2:9]3)[CH2:3]1)[CH2:5]2)=[O:14]. The yield is 0.740. (7) The reactants are [NH2:1][C:2]1[N:6]([C:7]2[CH:8]=[C:9]([CH:16]=[CH:17][C:18]=2[CH3:19])[C:10]([NH:12][CH:13]2[CH2:15][CH2:14]2)=[O:11])[N:5]=[CH:4][C:3]=1[C:20](=[O:28])[C:21]1[CH:26]=[CH:25][CH:24]=[C:23]([OH:27])[CH:22]=1.[Br:29][CH2:30][CH2:31]O.C1C=CC(P(C2C=CC=CC=2)C2C=CC=CC=2)=CC=1.N(C(OCC)=O)=NC(OCC)=O.[NH4+].[Cl-]. The catalyst is C1COCC1. The product is [NH2:1][C:2]1[N:6]([C:7]2[CH:8]=[C:9]([CH:16]=[CH:17][C:18]=2[CH3:19])[C:10]([NH:12][CH:13]2[CH2:14][CH2:15]2)=[O:11])[N:5]=[CH:4][C:3]=1[C:20](=[O:28])[C:21]1[CH:26]=[CH:25][CH:24]=[C:23]([O:27][CH2:31][CH2:30][Br:29])[CH:22]=1. The yield is 0.590. (8) The reactants are [O:1]=[O+][O-].[Cl:4][C:5]1[C:31]([C:32]([F:35])([F:34])[F:33])=[CH:30][CH:29]=[CH:28][C:6]=1[C:7]([NH:9][CH:10]([C:12]1[N:13]=[N:14][N:15]([C:22]2[N:27]=[CH:26][CH:25]=[CH:24][N:23]=2)[C:16]=1[CH2:17][CH:18]=C(C)C)[CH3:11])=[O:8].[BH4-].[Na+]. The catalyst is CO. The product is [Cl:4][C:5]1[C:31]([C:32]([F:35])([F:34])[F:33])=[CH:30][CH:29]=[CH:28][C:6]=1[C:7]([NH:9][CH:10]([C:12]1[N:13]=[N:14][N:15]([C:22]2[N:27]=[CH:26][CH:25]=[CH:24][N:23]=2)[C:16]=1[CH2:17][CH2:18][OH:1])[CH3:11])=[O:8]. The yield is 0.700. (9) The reactants are Br[C:2]1[S:3][CH:4]=[CH:5][N:6]=1.C(N(CC)CC)C.[CH2:14]([O:17][CH3:18])[C:15]#[CH:16].CCCCCC. The catalyst is COCCOC.[Cu]I.Cl[Pd](Cl)([P](C1C=CC=CC=1)(C1C=CC=CC=1)C1C=CC=CC=1)[P](C1C=CC=CC=1)(C1C=CC=CC=1)C1C=CC=CC=1.C(OCC)(=O)C. The product is [S:3]1[CH:4]=[CH:5][N:6]=[C:2]1[C:16]#[C:15][CH2:14][O:17][CH3:18]. The yield is 0.130.